Dataset: Forward reaction prediction with 1.9M reactions from USPTO patents (1976-2016). Task: Predict the product of the given reaction. Given the reactants Br[CH2:2][C:3]1[C:8]([Br:9])=[CH:7][CH:6]=[CH:5][C:4]=1[N:10]1[C:14](=[O:15])[N:13]([CH3:16])[N:12]=[N:11]1.[F:17][C:18]1[CH:23]=[CH:22][C:21]([N:24]2[CH:28]=[CH:27][C:26]([OH:29])=[N:25]2)=[CH:20][CH:19]=1.C(=O)([O-])[O-].[K+].[K+].C(#N)C, predict the reaction product. The product is: [F:17][C:18]1[CH:19]=[CH:20][C:21]([N:24]2[CH:28]=[CH:27][C:26]([O:29][CH2:2][C:3]3[C:8]([Br:9])=[CH:7][CH:6]=[CH:5][C:4]=3[N:10]3[C:14](=[O:15])[N:13]([CH3:16])[N:12]=[N:11]3)=[N:25]2)=[CH:22][CH:23]=1.